This data is from Reaction yield outcomes from USPTO patents with 853,638 reactions. The task is: Predict the reaction yield, written as a fraction of the theoretical maximum amount of product (1.0 means a 100% yield; for example, 0.34 means a 34% yield). (1) The reactants are [CH3:1][C:2]1[O:6][C:5]([C:7]2[CH:15]=[CH:14][C:10]([C:11]([OH:13])=O)=[CH:9][CH:8]=2)=[N:4][C:3]=1[CH2:16][S:17]([C:20]1[CH:25]=[CH:24][C:23]([C:26]([F:29])([F:28])[F:27])=[CH:22][CH:21]=1)(=[O:19])=[O:18].CCN=C=NCCCN(C)C.C1C=CC2N(O)N=NC=2C=1.C(N(CC)CC)C.[N:58]1[CH:63]=[CH:62][CH:61]=[C:60]([CH2:64][NH2:65])[CH:59]=1. The catalyst is CN(C)C=O. The product is [CH3:1][C:2]1[O:6][C:5]([C:7]2[CH:8]=[CH:9][C:10]([C:11]([NH:65][CH2:64][C:60]3[CH:59]=[N:58][CH:63]=[CH:62][CH:61]=3)=[O:13])=[CH:14][CH:15]=2)=[N:4][C:3]=1[CH2:16][S:17]([C:20]1[CH:25]=[CH:24][C:23]([C:26]([F:29])([F:28])[F:27])=[CH:22][CH:21]=1)(=[O:18])=[O:19]. The yield is 0.390. (2) The reactants are [CH3:1][C:2]([CH3:15])([CH3:14])[CH2:3][C:4]([C:6]1[CH:13]=[CH:12][C:9]([CH2:10]Br)=[CH:8][CH:7]=1)=[O:5].[C:16]1(=[O:26])[NH:20][C:19](=[O:21])[C:18]2=[CH:22][CH:23]=[CH:24][CH:25]=[C:17]12.[K]. The catalyst is CN(C=O)C.CCOC(C)=O. The product is [CH3:1][C:2]([CH3:15])([CH3:14])[CH2:3][C:4]([C:6]1[CH:13]=[CH:12][C:9]([CH2:10][N:20]2[C:16](=[O:26])[C:17]3[C:18](=[CH:22][CH:23]=[CH:24][CH:25]=3)[C:19]2=[O:21])=[CH:8][CH:7]=1)=[O:5]. The yield is 1.00. (3) The reactants are C([O:9][C:10]1[C:11]([CH3:17])=[N:12][N:13]([CH3:16])[C:14]=1[CH3:15])(=O)C1C=CC=CC=1.[OH-].[Na+]. The catalyst is C(O)C. The product is [CH3:16][N:13]1[C:14]([CH3:15])=[C:10]([OH:9])[C:11]([CH3:17])=[N:12]1. The yield is 0.780. (4) The reactants are [F:1][C:2]1[CH:3]=[CH:4][C:5]([C:8]2[C:12]([CH2:13][O:14][C:15]3[CH:16]=[CH:17][C:18]([C:21]([OH:23])=O)=[N:19][CH:20]=3)=[C:11]([CH3:24])[O:10][N:9]=2)=[N:6][CH:7]=1.[F:25][C:26]([F:30])([F:29])[CH2:27][NH2:28]. No catalyst specified. The product is [F:25][C:26]([F:30])([F:29])[CH2:27][NH:28][C:21]([C:18]1[CH:17]=[CH:16][C:15]([O:14][CH2:13][C:12]2[C:8]([C:5]3[CH:4]=[CH:3][C:2]([F:1])=[CH:7][N:6]=3)=[N:9][O:10][C:11]=2[CH3:24])=[CH:20][N:19]=1)=[O:23]. The yield is 0.730. (5) The reactants are [BH4-].[Na+].[OH:3][C:4]1[CH:25]=[CH:24][C:23]([O:26][CH3:27])=[CH:22][C:5]=1[CH:6]=[N:7][CH:8]1[CH2:13][CH2:12][CH2:11][CH2:10][CH:9]1[NH:14][C:15](=[O:21])[O:16][C:17]([CH3:20])([CH3:19])[CH3:18]. The catalyst is CO. The product is [OH:3][C:4]1[CH:25]=[CH:24][C:23]([O:26][CH3:27])=[CH:22][C:5]=1[CH2:6][NH:7][C@@H:8]1[CH2:13][CH2:12][CH2:11][CH2:10][C@H:9]1[NH:14][C:15](=[O:21])[O:16][C:17]([CH3:20])([CH3:19])[CH3:18]. The yield is 0.520. (6) The reactants are [NH2:1][C:2]1[N:6]=[CH:5][N:4]([C:7]2[CH:14]=[CH:13][C:12](/[CH:15]=[CH:16]/[CH:17]([C:22]3[CH:27]=[C:26]([Cl:28])[C:25]([Cl:29])=[C:24]([Cl:30])[CH:23]=3)[C:18]([F:21])([F:20])[F:19])=[CH:11][C:8]=2[C:9]#[N:10])[N:3]=1.[CH:31]1([C:34](Cl)=[O:35])[CH2:33][CH2:32]1. The catalyst is C(Cl)Cl. The product is [C:9]([C:8]1[CH:11]=[C:12](/[CH:15]=[CH:16]/[CH:17]([C:22]2[CH:23]=[C:24]([Cl:30])[C:25]([Cl:29])=[C:26]([Cl:28])[CH:27]=2)[C:18]([F:19])([F:20])[F:21])[CH:13]=[CH:14][C:7]=1[N:4]1[CH:5]=[N:6][C:2]([N:1]([C:34]([CH:31]2[CH2:33][CH2:32]2)=[O:35])[C:34]([CH:31]2[CH2:33][CH2:32]2)=[O:35])=[N:3]1)#[N:10]. The yield is 0.790.